Dataset: Forward reaction prediction with 1.9M reactions from USPTO patents (1976-2016). Task: Predict the product of the given reaction. Given the reactants [C:1]([CH2:3][CH2:4][O:5][P:6]([O-:9])([O-:8])=[O:7])#N.[NH+]1C=CC=CC=1.[NH+]1C=CC=CC=1.C[O:23][C:24](=[O:56])[C@H:25]([CH2:48][C:49]1C=CC(O)=[CH:51][CH:50]=1)[NH:26][C:27](=[O:47])[CH2:28][CH2:29][CH2:30]/[CH:31]=[CH:32]\[CH2:33]/[CH:34]=[CH:35]\[CH2:36]/[CH:37]=[CH:38]\[CH2:39]/[CH:40]=[CH:41]\[CH2:42][CH2:43][CH2:44][CH2:45][CH3:46].C1(N=C=NC2CCCCC2)CCCCC1.O, predict the reaction product. The product is: [C:27]([NH:26][C@H:25]([C:24]([OH:56])=[O:23])[CH2:48][C:49]1[CH:50]=[CH:51][C:4]([O:5][P:6]([OH:9])([OH:8])=[O:7])=[CH:3][CH:1]=1)(=[O:47])[CH2:28][CH2:29][CH2:30]/[CH:31]=[CH:32]\[CH2:33][CH:34]=[CH:35][CH2:36][CH:37]=[CH:38][CH2:39][CH:40]=[CH:41][CH2:42][CH2:43][CH2:44][CH2:45][CH3:46].